This data is from Forward reaction prediction with 1.9M reactions from USPTO patents (1976-2016). The task is: Predict the product of the given reaction. (1) The product is: [F:38][C:37]([F:40])([F:39])[C:35]([OH:41])=[O:36].[Cl:34][C:16]1[CH:15]=[C:14]([C:11]2[CH:12]=[CH:13][C:8]([C:6]([OH:7])=[O:5])=[CH:9][CH:10]=2)[CH:19]=[C:18]([Cl:20])[C:17]=1[CH2:21][C@@H:22]1[CH2:26][CH2:25][N:24]([N:27]2[CH2:32][CH2:31][O:30][CH2:29][CH2:28]2)[C:23]1=[O:33]. Given the reactants C([O:5][C:6]([C:8]1[CH:13]=[CH:12][C:11]([C:14]2[CH:19]=[C:18]([Cl:20])[C:17]([CH2:21][C@@H:22]3[CH2:26][CH2:25][N:24]([N:27]4[CH2:32][CH2:31][O:30][CH2:29][CH2:28]4)[C:23]3=[O:33])=[C:16]([Cl:34])[CH:15]=2)=[CH:10][CH:9]=1)=[O:7])(C)(C)C.[C:35]([OH:41])([C:37]([F:40])([F:39])[F:38])=[O:36], predict the reaction product. (2) The product is: [Cl:27][C:16]1[CH:17]=[C:18]2[C:26](=[C:14]([NH:13][C:12]([CH:5]3[CH2:6][O:7][C:8]([CH3:11])([CH3:10])[CH2:9][N:4]3[CH2:3][CH:2]([NH:1][C:35]([C:30]3[CH:31]=[N:32][CH:33]=[CH:34][N:29]=3)=[O:36])[CH3:28])=[O:40])[CH:15]=1)[NH:25][C:24]1[CH:23]=[N:22][CH:21]=[CH:20][C:19]2=1. Given the reactants [NH2:1][CH:2]([CH3:28])[CH2:3][N:4]1[CH2:9][C:8]([CH3:11])([CH3:10])[O:7][CH2:6][CH:5]1[CH2:12][NH:13][C:14]1[CH:15]=[C:16]([Cl:27])[CH:17]=[C:18]2[C:26]=1[NH:25][C:24]1[CH:23]=[N:22][CH:21]=[CH:20][C:19]2=1.[N:29]1[CH:34]=[CH:33][N:32]=[CH:31][C:30]=1[C:35](O)=[O:36].C([O-])(=[O:40])C.[NH4+], predict the reaction product.